This data is from Experimentally validated miRNA-target interactions with 360,000+ pairs, plus equal number of negative samples. The task is: Binary Classification. Given a miRNA mature sequence and a target amino acid sequence, predict their likelihood of interaction. (1) The miRNA is hsa-miR-4473 with sequence CUAGUGCUCUCCGUUACAAGUA. The protein sequence of the target gene is MNTAPSRPSPTRRDPYGFGDSRDSRRDRSPIRGSPRREPRDGRNGRDARDSRDIRDPRDLRDHRHSRDLRDHRDSRSVRDVRDVRDLRDFRDLRDSRDFRDQRDPMYDRYRDMRDSRDPMYRREGSYDRYLRMDDYCRRKDDSYFDRYRDSFDGRGPPGPESQSRAKERLKREERRREELYRQYFEEIQRRFDAERPVDCSVIVVNKQTKDYAESVGRKVRDLGMVVDLIFLNTEVSLSQALEDVSRGGSPFAIVITQQHQIHRSCTVNIMFGTPQEHRNMPQADAMVLVARNYERYKNE.... Result: 0 (no interaction). (2) The miRNA is mmu-miR-10b-5p with sequence UACCCUGUAGAACCGAAUUUGUG. The protein sequence of the target gene is MAAAATAGPGAGAGVPGAGGGGGAREGARVAVLCLLWYALSAGGNVVNKVILSAFPFPVTVSLCHILALCAGLPPLLRAWRVPPAPPVSGPGPGPHPASGPLLPPRFYPRYVLPLAFGKYFASVSAHVSIWKVPVSYAHTVKATMPIWVVLLSRIIMKEKQSTKVYLSLVPIISGVLLATVTELSFDVWGLVSALAATLCFSLQNIFSKKVLRDSRIHHLRLLNILGCHAVFFMIPTWVLVDLSTFLVSSDLAYVSQWPWTLLLLAVSGFCNFAQNVIAFSILNLISPLSYSVANATKRI.... Result: 1 (interaction). (3) The miRNA is mmu-miR-200c-5p with sequence CGUCUUACCCAGCAGUGUUUGG. The protein sequence of the target gene is MAADGTLSRGGVGEAVEEEHPGALEPGAAPFGNFPHYSRFHPPEQRLRLLPPELLRQLFPPEGPEKRPILGLDVGCNSGDLSVALYKHFLSPRDGETCSGASRELRILCCDIDPVLVERAERDCPFPEALTFITLDIMDQESRKVPLSSFLSQFGRSVFDMVFCMSVTMWIHLNHGDRGLCEFLAHVSSLCSYLLVEPQPWKCYRAAARRLRKLGLHSFDHFRSLAIRGDMAKQIVRILTQDHGMELACCFGNTSWDRSLLLFRAKHTHETQAIPESSTKETRTD. Result: 0 (no interaction). (4) The miRNA is mmu-miR-3061-5p with sequence CAGUGGGCCGUGAAAGGUAGCC. The protein sequence of the target gene is MSQASKRKHVVQEVLGEHMVPSDHQQIVKVLRTPGNNLHEVETAQGQRFLVSMPSKYRKNIWIKRGDFLIVDPIEEGEKVKAEISFVLCKNHVRSLQKEGHWPEAFSEVAEKQNNMNRESQPELPAEPQLSGEGSSSEDDSDLFVNTNHRQYHESEEESEEDEEEEEEAA. Result: 1 (interaction).